The task is: Predict the reactants needed to synthesize the given product.. This data is from Full USPTO retrosynthesis dataset with 1.9M reactions from patents (1976-2016). (1) Given the product [Br:33][CH2:20][C:19]([C:16]1[CH:17]=[CH:18][C:13]([N:10]2[CH2:9][CH2:8][CH:7]([O:6][CH2:5][CH:1]3[CH2:2][CH2:3][CH2:4]3)[CH2:12][CH2:11]2)=[CH:14][CH:15]=1)=[O:21], predict the reactants needed to synthesize it. The reactants are: [CH:1]1([CH2:5][O:6][CH:7]2[CH2:12][CH2:11][N:10]([C:13]3[CH:18]=[CH:17][C:16]([C:19](=[O:21])[CH3:20])=[CH:15][CH:14]=3)[CH2:9][CH2:8]2)[CH2:4][CH2:3][CH2:2]1.Br.C(O)(=O)C.C1C=C[NH+]=CC=1.[Br:33][Br-]Br.O. (2) Given the product [CH3:1][O:2][C:3](=[O:18])[CH:4]([C:8](=[O:17])[NH:9][C:10]1[CH:15]=[CH:14][C:13]([C:20]#[C:19][C:21]2[CH:28]=[CH:27][C:24]([CH:25]=[O:26])=[CH:23][CH:22]=2)=[CH:12][CH:11]=1)[CH:5]([CH3:7])[CH3:6], predict the reactants needed to synthesize it. The reactants are: [CH3:1][O:2][C:3](=[O:18])[CH:4]([C:8](=[O:17])[NH:9][C:10]1[CH:15]=[CH:14][C:13](I)=[CH:12][CH:11]=1)[CH:5]([CH3:7])[CH3:6].[C:19]([C:21]1[CH:28]=[CH:27][C:24]([CH:25]=[O:26])=[CH:23][CH:22]=1)#[CH:20].C1C=CC(P(C2C=CC=CC=2)C2C=CC=CC=2)=CC=1.C(NC(C)C)(C)C. (3) Given the product [CH:34]1([CH2:33][N:19]2[C:18](=[O:37])[C:17]3([CH2:16][CH2:15][N:14]([C:10]4[CH:9]=[C:8]([CH2:7][C:6]([OH:40])=[O:5])[CH:13]=[CH:12][CH:11]=4)[CH2:39][CH2:38]3)[N:21]([CH2:22][CH2:23][C:24]3[CH:29]=[CH:28][C:27]([O:30][CH3:31])=[CH:26][CH:25]=3)[C:20]2=[O:32])[CH2:35][CH2:36]1.[F:41][C:42]([F:47])([F:46])[C:43]([OH:45])=[O:44], predict the reactants needed to synthesize it. The reactants are: C([O:5][C:6](=[O:40])[CH2:7][C:8]1[CH:13]=[CH:12][CH:11]=[C:10]([N:14]2[CH2:39][CH2:38][C:17]3([N:21]([CH2:22][CH2:23][C:24]4[CH:29]=[CH:28][C:27]([O:30][CH3:31])=[CH:26][CH:25]=4)[C:20](=[O:32])[N:19]([CH2:33][CH:34]4[CH2:36][CH2:35]4)[C:18]3=[O:37])[CH2:16][CH2:15]2)[CH:9]=1)(C)(C)C.[F:41][C:42]([F:47])([F:46])[C:43]([OH:45])=[O:44]. (4) Given the product [CH3:31][NH:32][C:2]1[N:7]=[C:6]([N:8]2[CH2:12][CH2:11][CH2:10][CH:9]2[C:13]2[O:17][N:16]=[C:15]([C:18]3[CH:23]=[CH:22][CH:21]=[CH:20][N:19]=3)[CH:14]=2)[N:5]=[C:4]([NH:24][C:25]2[CH:29]=[C:28]([CH3:30])[NH:27][N:26]=2)[CH:3]=1, predict the reactants needed to synthesize it. The reactants are: Cl[C:2]1[N:7]=[C:6]([N:8]2[CH2:12][CH2:11][CH2:10][CH:9]2[C:13]2[O:17][N:16]=[C:15]([C:18]3[CH:23]=[CH:22][CH:21]=[CH:20][N:19]=3)[CH:14]=2)[N:5]=[C:4]([NH:24][C:25]2[CH:29]=[C:28]([CH3:30])[NH:27][N:26]=2)[CH:3]=1.[CH3:31][NH2:32]. (5) Given the product [NH2:37][C:33]1[CH:32]=[C:31]([C@H:24]([NH:23][C:21](=[O:22])[CH:20]([NH:19][C:15]2[CH:14]=[C:13]3[C:18](=[CH:17][CH:16]=2)[C:9]([N:8]([C:6]([O:5][C:1]([CH3:4])([CH3:3])[CH3:2])=[O:7])[C:51]([O:53][C:54]([CH3:56])([CH3:57])[CH3:55])=[O:52])=[N:10][CH:11]=[CH:12]3)[C:40]2[CH:45]=[C:44]([CH3:46])[C:43]([CH2:47][CH2:48][OH:49])=[C:42]([CH3:50])[CH:41]=2)[CH2:25][C:26]([O:28][CH2:29][CH3:30])=[O:27])[CH:36]=[CH:35][CH:34]=1, predict the reactants needed to synthesize it. The reactants are: [C:1]([O:5][C:6]([N:8]([C:51]([O:53][C:54]([CH3:57])([CH3:56])[CH3:55])=[O:52])[C:9]1[C:18]2[C:13](=[CH:14][C:15]([NH:19][CH:20]([C:40]3[CH:45]=[C:44]([CH3:46])[C:43]([CH2:47][CH2:48][OH:49])=[C:42]([CH3:50])[CH:41]=3)[C:21]([NH:23][C@@H:24]([C:31]3[CH:36]=[CH:35][CH:34]=[C:33]([N+:37]([O-])=O)[CH:32]=3)[CH2:25][C:26]([O:28][CH2:29][CH3:30])=[O:27])=[O:22])=[CH:16][CH:17]=2)[CH:12]=[CH:11][N:10]=1)=[O:7])([CH3:4])([CH3:3])[CH3:2].